Dataset: Reaction yield outcomes from USPTO patents with 853,638 reactions. Task: Predict the reaction yield, written as a fraction of the theoretical maximum amount of product (1.0 means a 100% yield; for example, 0.34 means a 34% yield). (1) The reactants are [N+:1]([C:4]1[CH:5]=[C:6]([CH:14]=[CH:15][CH:16]=1)[O:7][CH2:8][C:9](OCC)=[O:10])([O-:3])=[O:2].Cl.CN.[CH:20]([N:23](C(C)C)CC)(C)C. The catalyst is CO.O. The product is [CH3:20][NH:23][C:9](=[O:10])[CH2:8][O:7][C:6]1[CH:14]=[CH:15][CH:16]=[C:4]([N+:1]([O-:3])=[O:2])[CH:5]=1. The yield is 0.950. (2) The reactants are [Cl:1][C:2]1[CH:3]=[C:4]([CH:8]2[C:12]3[NH:13][C:14]([C:16]([O:18]C)=[O:17])=[CH:15][C:11]=3[CH2:10][CH2:9]2)[CH:5]=[CH:6][CH:7]=1.[OH-].[Li+].CO. The catalyst is C1COCC1. The product is [Cl:1][C:2]1[CH:3]=[C:4]([CH:8]2[C:12]3[NH:13][C:14]([C:16]([OH:18])=[O:17])=[CH:15][C:11]=3[CH2:10][CH2:9]2)[CH:5]=[CH:6][CH:7]=1. The yield is 0.630. (3) The reactants are [CH3:1][N:2]([CH3:29])[C:3]([N:5]1[CH2:9][CH:8]2[CH2:10][C:11]([CH:24]3[CH2:28][CH2:27][CH2:26][CH2:25]3)([NH:13][CH2:14][C:15]([N:17]3[CH2:21][CH2:20][CH2:19][C@H:18]3[C:22]#[N:23])=[O:16])[CH2:12][CH:7]2[CH2:6]1)=[O:4].[C:30]([OH:39])(=[O:38])[CH:31]([CH:33]([C:35]([OH:37])=[O:36])[OH:34])[OH:32].CCCCCC. The yield is 0.650. The catalyst is C(OCC)(=O)C.CC(C)=O. The product is [C:35]([CH:33]([CH:31]([C:30]([OH:39])=[O:38])[OH:32])[OH:34])([OH:37])=[O:36].[CH3:1][N:2]([CH3:29])[C:3]([N:5]1[CH2:9][CH:8]2[CH2:10][C:11]([CH:24]3[CH2:25][CH2:26][CH2:27][CH2:28]3)([NH:13][CH2:14][C:15]([N:17]3[CH2:21][CH2:20][CH2:19][C@H:18]3[C:22]#[N:23])=[O:16])[CH2:12][CH:7]2[CH2:6]1)=[O:4]. (4) The reactants are [CH3:1][C@:2]12[C@@:19]3([CH3:20])[C@@H:10]([C@:11]4([CH3:32])[C@@H:16]([CH2:17][CH2:18]3)[C:15]([CH3:22])([CH3:21])[C:14]([C:23]3[CH:31]=[CH:30][C:26]([C:27]([OH:29])=[O:28])=[CH:25][CH:24]=3)=[CH:13][CH2:12]4)[CH2:9][CH2:8][C@@H:7]1[C@H:6]1[C@H:33]([C:36]([CH3:38])=[CH2:37])[CH2:34][CH2:35][C@:5]1([NH:39][CH2:40][CH2:41][NH:42][C:43]1[N:44]=N[C:46]([CH3:49])=[CH:47][CH:48]=1)[CH2:4][CH2:3]2.BrC1C=C[C:54]([S:57]C)=CN=1.C(O)(C(F)(F)F)=O. No catalyst specified. The product is [CH3:1][C@:2]12[C@@:19]3([CH3:20])[C@@H:10]([C@:11]4([CH3:32])[C@@H:16]([CH2:17][CH2:18]3)[C:15]([CH3:21])([CH3:22])[C:14]([C:23]3[CH:31]=[CH:30][C:26]([C:27]([OH:29])=[O:28])=[CH:25][CH:24]=3)=[CH:13][CH2:12]4)[CH2:9][CH2:8][C@@H:7]1[C@H:6]1[C@H:33]([C:36]([CH3:38])=[CH2:37])[CH2:34][CH2:35][C@:5]1([NH:39][CH2:40][CH2:41][NH:42][C:43]1[CH:48]=[CH:47][C:46]([S:57][CH3:54])=[CH:49][N:44]=1)[CH2:4][CH2:3]2. The yield is 0.0590. (5) The yield is 0.470. The product is [CH2:14]1[O:15][C:16]2([CH2:21][CH2:20][C:19]([OH:22])([C:7]3[CH:8]=[N:9][CH:10]=[CH:11][CH:12]=3)[CH2:18][CH2:17]2)[O:23][CH2:13]1. The catalyst is CCOCC.C1COCC1. The reactants are [Li]CCCC.Br[C:7]1[CH:8]=[N:9][CH:10]=[CH:11][CH:12]=1.[CH2:13]1[O:23][C:16]2([CH2:21][CH2:20][C:19](=[O:22])[CH2:18][CH2:17]2)[O:15][CH2:14]1.O.